The task is: Predict which catalyst facilitates the given reaction.. This data is from Catalyst prediction with 721,799 reactions and 888 catalyst types from USPTO. (1) Reactant: [N:1]1[CH:6]=[CH:5][N:4]=[CH:3][C:2]=1[NH2:7].[CH3:8][C:9]1[CH:10]=[C:11]([CH:14]=[CH:15][CH:16]=1)[CH:12]=O.[N+:17]([C:19]1[CH:24]=[CH:23][C:22]([CH3:25])=[CH:21][CH:20]=1)#[C-:18]. Product: [C:9]1([CH3:8])[CH:16]=[CH:15][CH:14]=[C:11]([C:12]2[N:7]=[C:2]3[CH2:3][NH:4][CH2:5][CH2:6][N:1]3[C:18]=2[NH:17][C:19]2[CH:24]=[CH:23][C:22]([CH3:25])=[CH:21][CH:20]=2)[CH:10]=1. The catalyst class is: 458. (2) Reactant: Br[C:2]1[CH:3]=[CH:4][C:5]([O:10][CH2:11][CH:12]2[CH2:17][CH2:16][N:15]([CH2:18][C:19]([F:22])([CH3:21])[CH3:20])[CH2:14][CH2:13]2)=[C:6]([CH2:8][OH:9])[CH:7]=1.[CH2:23]([O:25][C:26]([C:28]1[CH:33]=[CH:32][C:31](B(O)O)=[CH:30][C:29]=1[F:37])=[O:27])[CH3:24].C([O-])([O-])=O.[Cs+].[Cs+]. Product: [F:37][C:29]1[CH:30]=[C:31]([C:2]2[CH:3]=[CH:4][C:5]([O:10][CH2:11][CH:12]3[CH2:17][CH2:16][N:15]([CH2:18][C:19]([F:22])([CH3:21])[CH3:20])[CH2:14][CH2:13]3)=[C:6]([CH2:8][OH:9])[CH:7]=2)[CH:32]=[CH:33][C:28]=1[C:26]([O:25][CH2:23][CH3:24])=[O:27]. The catalyst class is: 263. (3) Reactant: [F:1][C:2]1[CH:3]=[CH:4][C:5]([O:34][CH3:35])=[C:6]([C:8]2[CH:13]=[CH:12][N:11]=[C:10]3[NH:14][C:15]([C:17]4[CH2:18][CH2:19][N:20]([C:23]5[CH:24]=[N:25][N:26]([CH:28]([CH3:33])[C:29]([O:31]C)=[O:30])[CH:27]=5)[CH2:21][CH:22]=4)=[CH:16][C:9]=23)[CH:7]=1.[OH-].[Li+]. Product: [F:1][C:2]1[CH:3]=[CH:4][C:5]([O:34][CH3:35])=[C:6]([C:8]2[CH:13]=[CH:12][N:11]=[C:10]3[NH:14][C:15]([C:17]4[CH2:22][CH2:21][N:20]([C:23]5[CH:24]=[N:25][N:26]([CH:28]([CH3:33])[C:29]([OH:31])=[O:30])[CH:27]=5)[CH2:19][CH:18]=4)=[CH:16][C:9]=23)[CH:7]=1. The catalyst class is: 83. (4) Reactant: Cl[CH2:2][C:3]1[N:4]=[C:5]2[S:12][CH:11]=[C:10]([C:13]([NH:15][CH2:16][CH3:17])=[O:14])[N:6]2[C:7](=[O:9])[CH:8]=1.[C:18]([C:20]1[C:21]([F:29])=[C:22](B(O)O)[CH:23]=[CH:24][CH:25]=1)#[N:19].C(=O)([O-])[O-].[Na+].[Na+]. Product: [C:18]([C:20]1[C:21]([F:29])=[C:22]([CH2:2][C:3]2[N:4]=[C:5]3[S:12][CH:11]=[C:10]([C:13]([NH:15][CH2:16][CH3:17])=[O:14])[N:6]3[C:7](=[O:9])[CH:8]=2)[CH:23]=[CH:24][CH:25]=1)#[N:19]. The catalyst class is: 117.